From a dataset of Peptide-MHC class I binding affinity with 185,985 pairs from IEDB/IMGT. Regression. Given a peptide amino acid sequence and an MHC pseudo amino acid sequence, predict their binding affinity value. This is MHC class I binding data. (1) The peptide sequence is YVSSIFLHL. The MHC is HLA-A02:01 with pseudo-sequence HLA-A02:01. The binding affinity (normalized) is 0.644. (2) The peptide sequence is LLTACTIFY. The MHC is HLA-A02:03 with pseudo-sequence HLA-A02:03. The binding affinity (normalized) is 0.0597. (3) The peptide sequence is FVDYNFSLV. The MHC is HLA-A02:06 with pseudo-sequence HLA-A02:06. The binding affinity (normalized) is 1.00. (4) The peptide sequence is FSNTILLSDK. The MHC is HLA-A03:01 with pseudo-sequence HLA-A03:01. The binding affinity (normalized) is 0.701. (5) The peptide sequence is LTQVKELGIA. The MHC is HLA-A02:06 with pseudo-sequence HLA-A02:06. The binding affinity (normalized) is 0.733.